This data is from Forward reaction prediction with 1.9M reactions from USPTO patents (1976-2016). The task is: Predict the product of the given reaction. Given the reactants [Br:1][C:2]1[CH:7]=[C:6]([N+:8]([O-])=O)[CH:5]=[CH:4][C:3]=1[CH:11]([CH3:13])[CH3:12], predict the reaction product. The product is: [Br:1][C:2]1[CH:7]=[C:6]([CH:5]=[CH:4][C:3]=1[CH:11]([CH3:13])[CH3:12])[NH2:8].